This data is from Full USPTO retrosynthesis dataset with 1.9M reactions from patents (1976-2016). The task is: Predict the reactants needed to synthesize the given product. (1) Given the product [Br:1][C:2]1[CH:13]=[CH:12][C:11]([F:14])=[CH:10][C:3]=1[C:4](=[O:5])[CH3:15], predict the reactants needed to synthesize it. The reactants are: [Br:1][C:2]1[CH:13]=[CH:12][C:11]([F:14])=[CH:10][C:3]=1[C:4](N(OC)C)=[O:5].[CH3:15][Mg]I. (2) Given the product [Cl:11][C:9]1[N:10]=[C:3]2[CH:2]=[CH:7][CH:6]=[C:5]([C:15]3[CH:16]=[C:17]([C:20]([F:23])([F:22])[F:21])[CH:18]=[CH:19][C:14]=3[O:13][CH3:12])[N:4]2[N:8]=1, predict the reactants needed to synthesize it. The reactants are: Br[C:2]1[C:3]2[N:4]([N:8]=[C:9]([Cl:11])[N:10]=2)[CH:5]=[CH:6][CH:7]=1.[CH3:12][O:13][C:14]1[CH:19]=[CH:18][C:17]([C:20]([F:23])([F:22])[F:21])=[CH:16][C:15]=1B(O)O. (3) Given the product [CH3:1][N:2]1[CH2:6][CH:5]([C:7]([O:9][C:10]([CH3:11])([CH3:13])[CH3:12])=[O:8])[N:4]([CH3:16])[C:3]1=[O:14], predict the reactants needed to synthesize it. The reactants are: [CH3:1][N:2]1[CH2:6][CH:5]([C:7]([O:9][C:10]([CH3:13])([CH3:12])[CH3:11])=[O:8])[NH:4][C:3]1=[O:14].O=[C:16]1N(C(OCC2C=CC=CC=2)=O)[C@H](C(O)=O)CN1.CI.[H-].[Na+]. (4) The reactants are: [NH2:1][C:2]([C:21]1[CH:26]=[CH:25][C:24]([F:27])=[CH:23][CH:22]=1)([C:14]1[CH:19]=[CH:18][C:17]([F:20])=[CH:16][CH:15]=1)[CH:3]([NH:5][C:6]([C:8]1[CH:13]=[N:12][CH:11]=[CH:10][N:9]=1)=O)[CH3:4].P(Cl)(Cl)(Cl)(Cl)Cl.[OH-].[Na+]. Given the product [F:20][C:17]1[CH:18]=[CH:19][C:14]([C:2]2([C:21]3[CH:26]=[CH:25][C:24]([F:27])=[CH:23][CH:22]=3)[CH:3]([CH3:4])[NH:5][C:6]([C:8]3[CH:13]=[N:12][CH:11]=[CH:10][N:9]=3)=[N:1]2)=[CH:15][CH:16]=1, predict the reactants needed to synthesize it. (5) Given the product [F:1][C:2]1[CH:3]=[CH:4][C:5]([CH2:6][N:7]2[C:15]3[C:10](=[CH:11][CH:12]=[CH:13][CH:14]=3)[C:9]([C:16]([OH:18])=[O:17])=[C:8]2[C:20]([OH:22])=[O:21])=[CH:24][CH:25]=1, predict the reactants needed to synthesize it. The reactants are: [F:1][C:2]1[CH:25]=[CH:24][C:5]([CH2:6][N:7]2[C:15]3[C:10](=[CH:11][CH:12]=[CH:13][CH:14]=3)[C:9]([C:16]([O:18]C)=[O:17])=[C:8]2[C:20]([O:22]C)=[O:21])=[CH:4][CH:3]=1.[OH-].[K+].Cl. (6) Given the product [F:24][C:3]([F:2])([F:23])[C:4]1[CH:22]=[CH:21][CH:20]=[CH:19][C:5]=1[CH:6]([O:14][CH:15]1[CH2:18][N:17]([C:38]([NH:37][C@@H:30]([CH3:29])[C:31]2[CH:36]=[CH:35][CH:34]=[CH:33][CH:32]=2)=[O:39])[CH2:16]1)[C:7]1[CH:12]=[CH:11][C:10]([F:13])=[CH:9][CH:8]=1, predict the reactants needed to synthesize it. The reactants are: Cl.[F:2][C:3]([F:24])([F:23])[C:4]1[CH:22]=[CH:21][CH:20]=[CH:19][C:5]=1[CH:6]([O:14][CH:15]1[CH2:18][NH:17][CH2:16]1)[C:7]1[CH:12]=[CH:11][C:10]([F:13])=[CH:9][CH:8]=1.C(=O)([O-])[O-].[CH3:29][C@H:30]([N:37]=[C:38]=[O:39])[C:31]1[CH:36]=[CH:35][CH:34]=[CH:33][CH:32]=1.